From a dataset of Reaction yield outcomes from USPTO patents with 853,638 reactions. Predict the reaction yield, written as a fraction of the theoretical maximum amount of product (1.0 means a 100% yield; for example, 0.34 means a 34% yield). (1) The reactants are [F:1][C:2]1[CH:7]=[CH:6][C:5](/[CH:8]=[CH:9]/[C:10]([O:12][CH3:13])=[O:11])=[C:4]([OH:14])[CH:3]=1. The catalyst is [Pt].C(OCC)(=O)C. The product is [F:1][C:2]1[CH:7]=[CH:6][C:5]([CH2:8][CH2:9][C:10]([O:12][CH3:13])=[O:11])=[C:4]([OH:14])[CH:3]=1. The yield is 0.930. (2) The reactants are [CH2:1]([O:4][C:5]1[C:6](C=C)=[C:7]([CH:21]2[C@H:26]([O:27][CH2:28][C:29]3[CH:34]=[CH:33][CH:32]=[CH:31][CH:30]=3)[C@@H:25]([O:35][CH2:36][C:37]3[CH:42]=[CH:41][CH:40]=[CH:39][CH:38]=3)[C@H:24]([O:43][CH2:44][C:45]3[CH:50]=[CH:49][CH:48]=[CH:47][CH:46]=3)[C@@H:23]([CH2:51][O:52][CH2:53][C:54]3[CH:59]=[CH:58][CH:57]=[CH:56][CH:55]=3)[O:22]2)[CH:8]=[C:9]([CH2:12][C:13]2[CH:18]=[CH:17][C:16]([CH2:19][CH3:20])=[CH:15][CH:14]=2)[C:10]=1[Cl:11])[CH:2]=[CH2:3]. The catalyst is C(Cl)Cl. The product is [Cl:11][C:10]1[C:9]([CH2:12][C:13]2[CH:14]=[CH:15][C:16]([CH2:19][CH3:20])=[CH:17][CH:18]=2)=[CH:8][C:7]([CH:21]2[C@H:26]([O:27][CH2:28][C:29]3[CH:30]=[CH:31][CH:32]=[CH:33][CH:34]=3)[C@@H:25]([O:35][CH2:36][C:37]3[CH:38]=[CH:39][CH:40]=[CH:41][CH:42]=3)[C@H:24]([O:43][CH2:44][C:45]3[CH:50]=[CH:49][CH:48]=[CH:47][CH:46]=3)[C@@H:23]([CH2:51][O:52][CH2:53][C:54]3[CH:55]=[CH:56][CH:57]=[CH:58][CH:59]=3)[O:22]2)=[C:6]2[C:5]=1[O:4][CH2:1][CH:2]=[CH:3]2. The yield is 0.820. (3) The reactants are [C:18]1(P([C:14]2[CH:19]=[CH:18][CH:17]=[CH:16]C=2)[C:18]2[CH:19]=[CH:14]C=[CH:16][CH:17]=2)[CH:19]=[CH:14]C=[CH:16][CH:17]=1.C(Br)(Br)(Br)[Br:21].[N:25]1C=CC(C(O)C)=[CH:27][CH:26]=1.C(=O)([O-])O.[Na+]. The catalyst is C(Cl)Cl. The product is [Br:21][CH:26]([N:25]1[CH:16]=[CH:17][CH:18]=[CH:19][CH2:14]1)[CH3:27]. The yield is 0.720. (4) The reactants are [CH:1]([C:4]1[N:5]=[C:6]([N:9]([CH2:18][C:19]2[CH:38]=[CH:37][C:22]([CH2:23][O:24][C:25]3[CH:30]=[CH:29][C:28]([CH2:31][CH2:32][C:33]([O:35]C)=[O:34])=[CH:27][CH:26]=3)=[CH:21][CH:20]=2)[CH2:10][CH2:11][C:12]2[CH:17]=[CH:16][CH:15]=[CH:14][CH:13]=2)[S:7][CH:8]=1)([CH3:3])[CH3:2].[OH-].[Na+].C(O)C.Cl. The catalyst is O. The product is [CH:1]([C:4]1[N:5]=[C:6]([N:9]([CH2:18][C:19]2[CH:20]=[CH:21][C:22]([CH2:23][O:24][C:25]3[CH:26]=[CH:27][C:28]([CH2:31][CH2:32][C:33]([OH:35])=[O:34])=[CH:29][CH:30]=3)=[CH:37][CH:38]=2)[CH2:10][CH2:11][C:12]2[CH:13]=[CH:14][CH:15]=[CH:16][CH:17]=2)[S:7][CH:8]=1)([CH3:3])[CH3:2]. The yield is 0.620. (5) The reactants are [CH:1]([N:4]1[CH2:14][CH:13]2[CH2:15][CH2:16][CH:6]([C:7]3[CH:8]=[CH:9][C:10]([N+:17]([O-])=O)=[CH:11][C:12]=32)[CH2:5]1)([CH3:3])[CH3:2]. The catalyst is CO.[Pd]. The product is [CH:1]([N:4]1[CH2:14][CH:13]2[CH2:15][CH2:16][CH:6]([C:7]3[CH:8]=[CH:9][C:10]([NH2:17])=[CH:11][C:12]=32)[CH2:5]1)([CH3:3])[CH3:2]. The yield is 1.00.